This data is from Full USPTO retrosynthesis dataset with 1.9M reactions from patents (1976-2016). The task is: Predict the reactants needed to synthesize the given product. (1) Given the product [CH3:1][CH:2]([CH2:6][CH2:7][CH2:8][CH2:9][CH2:10][CH2:11][CH2:12][CH2:13][CH3:14])[C:3]([Cl:23])=[O:4], predict the reactants needed to synthesize it. The reactants are: [CH3:1][CH:2]([CH2:6][CH2:7][CH2:8][CH2:9][CH2:10][CH2:11][CH2:12][CH2:13][CH3:14])[C:3](O)=[O:4].CN(C=O)C.C(Cl)(=O)C([Cl:23])=O. (2) Given the product [CH:21]1([C:14]2[CH:15]=[C:16]([C:17]([F:20])([F:19])[F:18])[N:12]([CH2:11][C:9]3[N:10]=[C:5]4[S:4][C:3]([CH3:25])=[C:2]([C:30]5[CH:31]=[N:26][CH:27]=[N:28][CH:29]=5)[N:6]4[C:7](=[O:24])[CH:8]=3)[N:13]=2)[CH2:23][CH2:22]1, predict the reactants needed to synthesize it. The reactants are: Br[C:2]1[N:6]2[C:7](=[O:24])[CH:8]=[C:9]([CH2:11][N:12]3[C:16]([C:17]([F:20])([F:19])[F:18])=[CH:15][C:14]([CH:21]4[CH2:23][CH2:22]4)=[N:13]3)[N:10]=[C:5]2[S:4][C:3]=1[CH3:25].[N:26]1[CH:31]=[C:30](B(O)O)[CH:29]=[N:28][CH:27]=1.P([O-])([O-])([O-])=O.[K+].[K+].[K+]. (3) Given the product [CH3:42][N:43]([CH:51]1[CH2:52][CH2:53][N:54]([C:9](=[O:11])[CH2:8][CH2:7][N:1]2[CH2:2][CH2:3][CH2:4][CH2:5][CH2:6]2)[CH2:55][CH2:56]1)[C:44](=[O:50])[O:45][C:46]([CH3:49])([CH3:47])[CH3:48], predict the reactants needed to synthesize it. The reactants are: [N:1]1([CH2:7][CH2:8][C:9]([OH:11])=O)[CH2:6][CH2:5][CH2:4][CH2:3][CH2:2]1.CCN(C(C)C)C(C)C.CCN=C=NCCCN(C)C.C1C=CC2N(O)N=NC=2C=1.[CH3:42][N:43]([CH:51]1[CH2:56][CH2:55][NH:54][CH2:53][CH2:52]1)[C:44](=[O:50])[O:45][C:46]([CH3:49])([CH3:48])[CH3:47]. (4) The reactants are: [CH2:1]([NH:8][S:9]([C:12]1[CH:21]=[CH:20][C:15]([C:16]([O:18][CH3:19])=[O:17])=[CH:14][CH:13]=1)(=[O:11])=[O:10])[C:2]1[CH:7]=[CH:6][CH:5]=[CH:4][CH:3]=1.Cl[C:23]1[CH:28]=[CH:27][CH:26]=[C:25]([C:29]([F:32])([F:31])[F:30])[N:24]=1. Given the product [CH2:1]([N:8]([C:23]1[CH:28]=[CH:27][CH:26]=[C:25]([C:29]([F:32])([F:31])[F:30])[N:24]=1)[S:9]([C:12]1[CH:13]=[CH:14][C:15]([C:16]([O:18][CH3:19])=[O:17])=[CH:20][CH:21]=1)(=[O:11])=[O:10])[C:2]1[CH:3]=[CH:4][CH:5]=[CH:6][CH:7]=1, predict the reactants needed to synthesize it. (5) Given the product [Br:1][C:2]1[CH:3]=[CH:4][C:5]([C:6]([C:2]2[CH:15]=[CH:14][CH:5]=[CH:4][CH:3]=2)([C:8]2[CH:13]=[CH:12][CH:11]=[CH:10][CH:9]=2)[OH:7])=[CH:14][CH:15]=1, predict the reactants needed to synthesize it. The reactants are: [Br:1][C:2]1[CH:15]=[CH:14][C:5]([C:6]([C:8]2[CH:13]=[CH:12][CH:11]=[CH:10][CH:9]=2)=[O:7])=[CH:4][CH:3]=1. (6) The reactants are: [OH:1][C:2]([C:13]1[CH:18]=[CH:17][C:16]([CH3:19])=[CH:15][CH:14]=1)([C:6]1[CH:11]=[CH:10][C:9]([CH3:12])=[CH:8][CH:7]=1)[C:3](O)=[O:4].[NH2:20][CH2:21][CH2:22][CH2:23][N:24]1[CH2:29][CH2:28][CH:27]([C:30]2[CH:31]=[C:32]([NH:37][C:38](=[O:42])[CH:39]([CH3:41])[CH3:40])[CH:33]=[CH:34][C:35]=2[CH3:36])[CH2:26][CH2:25]1. Given the product [OH:1][C:2]([C:6]1[CH:11]=[CH:10][C:9]([CH3:12])=[CH:8][CH:7]=1)([C:13]1[CH:18]=[CH:17][C:16]([CH3:19])=[CH:15][CH:14]=1)[C:3]([NH:20][CH2:21][CH2:22][CH2:23][N:24]1[CH2:29][CH2:28][CH:27]([C:30]2[CH:31]=[C:32]([NH:37][C:38](=[O:42])[CH:39]([CH3:40])[CH3:41])[CH:33]=[CH:34][C:35]=2[CH3:36])[CH2:26][CH2:25]1)=[O:4], predict the reactants needed to synthesize it. (7) Given the product [CH2:8]([S:10]([N:13]1[CH2:18][CH2:17][CH:16]([C:19]2[C:27]3[C:22](=[C:23]([C:39]([NH2:41])=[O:40])[CH:24]=[C:25]([C:28]4[N:29]=[C:30]([CH2:33][N:34]5[CH2:2][CH2:37][CH2:36][CH2:35]5)[S:31][CH:32]=4)[CH:26]=3)[NH:21][CH:20]=2)[CH2:15][CH2:14]1)(=[O:11])=[O:12])[CH3:9], predict the reactants needed to synthesize it. The reactants are: F[C:2](F)(F)C(O)=O.[CH2:8]([S:10]([N:13]1[CH2:18][CH2:17][CH:16]([C:19]2[C:27]3[C:22](=[C:23]([C:39]([NH2:41])=[O:40])[CH:24]=[C:25]([C:28]4[N:29]=[C:30]([CH2:33][NH:34][CH2:35][CH:36](C)[CH3:37])[S:31][CH:32]=4)[CH:26]=3)[NH:21][CH:20]=2)[CH2:15][CH2:14]1)(=[O:12])=[O:11])[CH3:9].CC(C)CN. (8) Given the product [C:17]1(=[CH:11][C:12]([O:14][CH2:15][CH3:16])=[O:13])[CH2:24][CH2:23][CH2:22][CH2:21][CH2:20][CH2:19][CH2:18]1, predict the reactants needed to synthesize it. The reactants are: [H-].[Na+].C(OP([CH2:11][C:12]([O:14][CH2:15][CH3:16])=[O:13])(OCC)=O)C.[C:17]1(=O)[CH2:24][CH2:23][CH2:22][CH2:21][CH2:20][CH2:19][CH2:18]1.Cl.